The task is: Regression. Given a peptide amino acid sequence and an MHC pseudo amino acid sequence, predict their binding affinity value. This is MHC class II binding data.. This data is from Peptide-MHC class II binding affinity with 134,281 pairs from IEDB. (1) The MHC is DRB1_0404 with pseudo-sequence DRB1_0404. The peptide sequence is EKLQLKGTTYGVCSKAFK. The binding affinity (normalized) is 0. (2) The peptide sequence is EYKEYAKYAEYAEYA. The MHC is H-2-IAd with pseudo-sequence H-2-IAd. The binding affinity (normalized) is 0. (3) The peptide sequence is GELQIIDKIDAAFKI. The MHC is DRB1_1201 with pseudo-sequence DRB1_1201. The binding affinity (normalized) is 0.511. (4) The peptide sequence is MAKKGGEAMDTISVF. The MHC is HLA-DQA10501-DQB10302 with pseudo-sequence HLA-DQA10501-DQB10302. The binding affinity (normalized) is 0.288. (5) The peptide sequence is YKICTDKMFFVKNPT. The MHC is DRB1_0802 with pseudo-sequence DRB1_0802. The binding affinity (normalized) is 0.308. (6) The peptide sequence is ETDKGPLDKEAIEER. The MHC is DRB1_0901 with pseudo-sequence DRB1_0901. The binding affinity (normalized) is 0. (7) The peptide sequence is HDKKSMGDDHFWAVR. The MHC is DRB1_0802 with pseudo-sequence DRB1_0802. The binding affinity (normalized) is 0.0477.